From a dataset of TCR-epitope binding with 47,182 pairs between 192 epitopes and 23,139 TCRs. Binary Classification. Given a T-cell receptor sequence (or CDR3 region) and an epitope sequence, predict whether binding occurs between them. (1) The epitope is SSNVANYQK. The TCR CDR3 sequence is CASSYGGTGPEGSSYEQYF. Result: 0 (the TCR does not bind to the epitope). (2) The epitope is EEHVQIHTI. The TCR CDR3 sequence is CASSLSGGANEQYF. Result: 1 (the TCR binds to the epitope). (3) The epitope is LPRRSGAAGA. The TCR CDR3 sequence is CSASTTRTGGHWNTDTQYF. Result: 0 (the TCR does not bind to the epitope). (4) The epitope is RPRGEVRFL. The TCR CDR3 sequence is CASSPYQTGLDGYTF. Result: 1 (the TCR binds to the epitope). (5) The epitope is GTHWFVTQR. The TCR CDR3 sequence is CASSLVGTGGELFF. Result: 0 (the TCR does not bind to the epitope). (6) The epitope is NQKLIANQF. The TCR CDR3 sequence is CASSGTSGGYEQYF. Result: 0 (the TCR does not bind to the epitope). (7) The epitope is GTSGSPIVNR. The TCR CDR3 sequence is CASSLVASGAISTDTQYF. Result: 1 (the TCR binds to the epitope).